Predict the reactants needed to synthesize the given product. From a dataset of Full USPTO retrosynthesis dataset with 1.9M reactions from patents (1976-2016). (1) The reactants are: [C:1]([O:5][C:6]([N:8]1[CH2:13][CH2:12][N:11]([C:14]2[CH:19]=[CH:18][C:17]([C:20]([O:22][CH2:23][CH3:24])=[O:21])=[C:16](Cl)[N:15]=2)[CH2:10][CH2:9]1)=[O:7])([CH3:4])([CH3:3])[CH3:2].[F:26][C:27]1[CH:32]=[C:31](B(O)O)[CH:30]=[CH:29][N:28]=1.C([O-])([O-])=O.[Na+].[Na+]. Given the product [CH2:23]([O:22][C:20]([C:17]1[C:16]([C:31]2[CH:30]=[CH:29][N:28]=[C:27]([F:26])[CH:32]=2)=[N:15][C:14]([N:11]2[CH2:12][CH2:13][N:8]([C:6]([O:5][C:1]([CH3:4])([CH3:3])[CH3:2])=[O:7])[CH2:9][CH2:10]2)=[CH:19][CH:18]=1)=[O:21])[CH3:24], predict the reactants needed to synthesize it. (2) Given the product [Cl:1][C:2]1[S:3][C:4]([CH:19]2[C@H:24]([O:25][CH2:26][C:27]3[CH:28]=[CH:29][CH:30]=[CH:31][CH:32]=3)[C@@H:23]([O:33][CH2:34][C:35]3[CH:40]=[CH:39][CH:38]=[CH:37][CH:36]=3)[C@H:22]([O:41][CH2:42][C:43]3[CH:44]=[CH:45][CH:46]=[CH:47][CH:48]=3)[C@@H:21]([CH2:49][O:50][CH2:51][C:52]3[CH:53]=[CH:54][CH:55]=[CH:56][CH:57]=3)[O:20]2)=[CH:5][C:6]=1[CH2:7][OH:8], predict the reactants needed to synthesize it. The reactants are: [Cl:1][C:2]1[S:3][C:4]([CH:19]2[C@H:24]([O:25][CH2:26][C:27]3[CH:32]=[CH:31][CH:30]=[CH:29][CH:28]=3)[C@@H:23]([O:33][CH2:34][C:35]3[CH:40]=[CH:39][CH:38]=[CH:37][CH:36]=3)[C@H:22]([O:41][CH2:42][C:43]3[CH:48]=[CH:47][CH:46]=[CH:45][CH:44]=3)[C@@H:21]([CH2:49][O:50][CH2:51][C:52]3[CH:57]=[CH:56][CH:55]=[CH:54][CH:53]=3)[O:20]2)=[CH:5][C:6]=1[CH2:7][O:8][Si](C(C)C)(C(C)C)C(C)C.CCCC[N+](CCCC)(CCCC)CCCC.[F-].